This data is from NCI-60 drug combinations with 297,098 pairs across 59 cell lines. The task is: Regression. Given two drug SMILES strings and cell line genomic features, predict the synergy score measuring deviation from expected non-interaction effect. (1) Drug 1: CC1C(C(=O)NC(C(=O)N2CCCC2C(=O)N(CC(=O)N(C(C(=O)O1)C(C)C)C)C)C(C)C)NC(=O)C3=C4C(=C(C=C3)C)OC5=C(C(=O)C(=C(C5=N4)C(=O)NC6C(OC(=O)C(N(C(=O)CN(C(=O)C7CCCN7C(=O)C(NC6=O)C(C)C)C)C)C(C)C)C)N)C. Drug 2: COC1=NC(=NC2=C1N=CN2C3C(C(C(O3)CO)O)O)N. Cell line: NCI/ADR-RES. Synergy scores: CSS=-0.259, Synergy_ZIP=-0.425, Synergy_Bliss=-1.97, Synergy_Loewe=-1.32, Synergy_HSA=-1.99. (2) Drug 1: CC1C(C(CC(O1)OC2CC(CC3=C2C(=C4C(=C3O)C(=O)C5=C(C4=O)C(=CC=C5)OC)O)(C(=O)CO)O)N)O.Cl. Drug 2: CC(CN1CC(=O)NC(=O)C1)N2CC(=O)NC(=O)C2. Cell line: K-562. Synergy scores: CSS=7.09, Synergy_ZIP=-0.623, Synergy_Bliss=2.23, Synergy_Loewe=-2.75, Synergy_HSA=-2.51.